Dataset: Forward reaction prediction with 1.9M reactions from USPTO patents (1976-2016). Task: Predict the product of the given reaction. (1) Given the reactants C([O:4][CH2:5][C:6]([CH3:51])([CH3:50])[CH2:7][N:8]1[C:14]2[CH:15]=[CH:16][C:17]([Cl:19])=[CH:18][C:13]=2[C@@H:12]([C:20]2[CH:25]=[CH:24][CH:23]=[C:22]([O:26][CH3:27])[C:21]=2[O:28][CH3:29])[O:11][C@H:10]([CH2:30][C:31]([NH:33][C:34]2[CH:35]=[C:36]([CH2:40][CH2:41][CH2:42][CH2:43][C:44]([O:46]CC)=[O:45])[CH:37]=[CH:38][CH:39]=2)=[O:32])[C:9]1=[O:49])(=O)C.C(O)C.[OH-].[Na+], predict the reaction product. The product is: [Cl:19][C:17]1[CH:16]=[CH:15][C:14]2[N:8]([CH2:7][C:6]([CH3:50])([CH3:51])[CH2:5][OH:4])[C:9](=[O:49])[C@@H:10]([CH2:30][C:31]([NH:33][C:34]3[CH:35]=[C:36]([CH2:40][CH2:41][CH2:42][CH2:43][C:44]([OH:46])=[O:45])[CH:37]=[CH:38][CH:39]=3)=[O:32])[O:11][C@H:12]([C:20]3[CH:25]=[CH:24][CH:23]=[C:22]([O:26][CH3:27])[C:21]=3[O:28][CH3:29])[C:13]=2[CH:18]=1. (2) Given the reactants [Cl:1][C:2]1[C:3]([C:10]([F:13])([F:12])[F:11])=[CH:4][C:5]([I:9])=[C:6]([CH:8]=1)[NH2:7].[C:14](=O)(OC(Cl)(Cl)Cl)[O:15]C(Cl)(Cl)Cl, predict the reaction product. The product is: [Cl:1][C:2]1[CH:8]=[C:6]([N:7]=[C:14]=[O:15])[C:5]([I:9])=[CH:4][C:3]=1[C:10]([F:13])([F:11])[F:12]. (3) Given the reactants [NH2:1][C:2]1[N:7]=[CH:6][N:5]=[C:4]2[N:8]([C@@H:24]3[CH2:29][CH2:28][CH2:27][N:26](C(OC(C)(C)C)=O)[CH2:25]3)[N:9]=[C:10]([C:11]3[CH:16]=[CH:15][C:14]([O:17][C:18]4[CH:23]=[CH:22][CH:21]=[CH:20][CH:19]=4)=[CH:13][CH:12]=3)[C:3]=12.[ClH:37], predict the reaction product. The product is: [ClH:37].[O:17]([C:14]1[CH:13]=[CH:12][C:11]([C:10]2[C:3]3[C:4](=[N:5][CH:6]=[N:7][C:2]=3[NH2:1])[N:8]([C@@H:24]3[CH2:29][CH2:28][CH2:27][NH:26][CH2:25]3)[N:9]=2)=[CH:16][CH:15]=1)[C:18]1[CH:23]=[CH:22][CH:21]=[CH:20][CH:19]=1. (4) Given the reactants [F:1][C:2]1[CH:9]=[CH:8][C:7]([CH:10]=[O:11])=[CH:6][C:3]=1[C:4]#[N:5].CC(=CC)C.[O-:17]Cl=O.[Na+], predict the reaction product. The product is: [C:4]([C:3]1[CH:6]=[C:7]([CH:8]=[CH:9][C:2]=1[F:1])[C:10]([OH:17])=[O:11])#[N:5]. (5) Given the reactants [N:1]1[CH:6]=[CH:5][CH:4]=[CH:3][C:2]=1[CH2:7][NH2:8].[OH-].[Na+].[Cl:11][CH2:12][CH2:13][O:14][CH2:15][CH2:16][C:17](Cl)=[O:18], predict the reaction product. The product is: [Cl:11][CH2:12][CH2:13][O:14][CH2:15][CH2:16][C:17]([NH:8][CH2:7][C:2]1[CH:3]=[CH:4][CH:5]=[CH:6][N:1]=1)=[O:18].